The task is: Binary Classification. Given a T-cell receptor sequence (or CDR3 region) and an epitope sequence, predict whether binding occurs between them.. This data is from TCR-epitope binding with 47,182 pairs between 192 epitopes and 23,139 TCRs. (1) The epitope is GTSGSPIVNR. The TCR CDR3 sequence is CASSQIAGGTDTQYF. Result: 1 (the TCR binds to the epitope). (2) The epitope is RILGAGCFV. The TCR CDR3 sequence is CASSQVDSSSYEQYF. Result: 0 (the TCR does not bind to the epitope). (3) The epitope is SSNVANYQK. The TCR CDR3 sequence is CASSYRTGGPYEQYF. Result: 0 (the TCR does not bind to the epitope). (4) The epitope is GPGHKARVL. The TCR CDR3 sequence is CASSLIYRGGDGYTF. Result: 1 (the TCR binds to the epitope).